Dataset: Reaction yield outcomes from USPTO patents with 853,638 reactions. Task: Predict the reaction yield, written as a fraction of the theoretical maximum amount of product (1.0 means a 100% yield; for example, 0.34 means a 34% yield). (1) The catalyst is O1CCOCC1.C(O)CO. The reactants are COC(=O)[NH:4][C:5]1[S:6][C:7]2[C:13]([NH2:14])=[CH:12][CH:11]=[C:10]([O:15][CH3:16])[C:8]=2[N:9]=1.[OH-].[Na+]. The product is [CH3:16][O:15][C:10]1[C:8]2[N:9]=[C:5]([NH2:4])[S:6][C:7]=2[C:13]([NH2:14])=[CH:12][CH:11]=1. The yield is 0.830. (2) The reactants are C[O-].[Na+].CO.[N+](C1C=CC(S([NH:18][CH:19]([C:26]2[CH:31]=[CH:30][CH:29]=[CH:28][CH:27]=2)[C:20]2[CH:25]=[CH:24][CH:23]=[CH:22][CH:21]=2)(=O)=O)=CC=1)([O-])=O.Cl. The catalyst is C(COC)OC. The product is [CH:19]([NH2:18])([C:26]1[CH:27]=[CH:28][CH:29]=[CH:30][CH:31]=1)[C:20]1[CH:25]=[CH:24][CH:23]=[CH:22][CH:21]=1. The yield is 0.956. (3) The reactants are C([O:4][C:5]1[CH:10]=[CH:9][CH:8]=[CH:7][C:6]=1[CH2:11][N:12]1[C:20]2[C:15](=[N:16][CH:17]=[C:18]([C:21]3[CH:26]=[CH:25][CH:24]=[CH:23][CH:22]=3)[CH:19]=2)[N:14]=[C:13]1[C:27]1[CH:32]=[CH:31][CH:30]=[C:29]([O:33][CH3:34])[CH:28]=1)(=O)C.[OH-].[Li+].O. The catalyst is O1CCCC1CO. The product is [CH3:34][O:33][C:29]1[CH:28]=[C:27]([C:13]2[N:12]([CH2:11][C:6]3[CH:7]=[CH:8][CH:9]=[CH:10][C:5]=3[OH:4])[C:20]3[C:15]([N:14]=2)=[N:16][CH:17]=[C:18]([C:21]2[CH:26]=[CH:25][CH:24]=[CH:23][CH:22]=2)[CH:19]=3)[CH:32]=[CH:31][CH:30]=1. The yield is 0.830.